Task: Binary Classification. Given a drug SMILES string, predict its activity (active/inactive) in a high-throughput screening assay against a specified biological target.. Dataset: KCNQ2 potassium channel screen with 302,405 compounds The compound is O=C(NCc1ccc(cc1)C(O)=O)C. The result is 0 (inactive).